Dataset: Full USPTO retrosynthesis dataset with 1.9M reactions from patents (1976-2016). Task: Predict the reactants needed to synthesize the given product. (1) Given the product [F:20][C:21]1[CH:29]=[CH:28][C:24]([C:25]([N:4]2[CH2:5][CH2:6][CH2:7][C@@H:2]([CH3:1])[C@H:3]2[CH2:8][N:9]2[C:17](=[O:18])[C:16]3[C:11](=[CH:12][CH:13]=[CH:14][CH:15]=3)[C:10]2=[O:19])=[O:26])=[C:23]([I:30])[CH:22]=1, predict the reactants needed to synthesize it. The reactants are: [CH3:1][C@@H:2]1[CH2:7][CH2:6][CH2:5][NH:4][C@@H:3]1[CH2:8][N:9]1[C:17](=[O:18])[C:16]2[C:11](=[CH:12][CH:13]=[CH:14][CH:15]=2)[C:10]1=[O:19].[F:20][C:21]1[CH:29]=[CH:28][C:24]([C:25](O)=[O:26])=[C:23]([I:30])[CH:22]=1.C(N(C(C)C)CC)(C)C.CN(C(ON1N=NC2C=CC=NC1=2)=[N+](C)C)C.F[P-](F)(F)(F)(F)F. (2) The reactants are: [Cl:1][C:2]1[N:3]=[C:4]([Cl:11])[C:5]2[CH:10]=[CH:9][NH:8][C:6]=2[N:7]=1.[C:12]1([CH3:22])[CH:17]=[CH:16][C:15]([S:18](Cl)(=[O:20])=[O:19])=[CH:14][CH:13]=1.C(N(CC)CC)C.O. Given the product [Cl:1][C:2]1[N:3]=[C:4]([Cl:11])[C:5]2[CH:10]=[CH:9][N:8]([S:18]([C:15]3[CH:16]=[CH:17][C:12]([CH3:22])=[CH:13][CH:14]=3)(=[O:20])=[O:19])[C:6]=2[N:7]=1, predict the reactants needed to synthesize it.